From a dataset of Reaction yield outcomes from USPTO patents with 853,638 reactions. Predict the reaction yield, written as a fraction of the theoretical maximum amount of product (1.0 means a 100% yield; for example, 0.34 means a 34% yield). (1) The reactants are [N:1]([CH2:4][CH:5]1[NH:10][C:9]2[C:11](Br)=[CH:12][C:13]([Cl:15])=[CH:14][C:8]=2[O:7][CH2:6]1)=[N+:2]=[N-:3].[F:17][C:18]([F:33])([F:32])[C:19]1[CH:24]=[C:23]([C:25]([F:28])([F:27])[F:26])[CH:22]=[CH:21][C:20]=1B(O)O. No catalyst specified. The product is [N:1]([CH2:4][CH:5]1[NH:10][C:9]2[C:11]([C:20]3[CH:21]=[CH:22][C:23]([C:25]([F:28])([F:26])[F:27])=[CH:24][C:19]=3[C:18]([F:17])([F:32])[F:33])=[CH:12][C:13]([Cl:15])=[CH:14][C:8]=2[O:7][CH2:6]1)=[N+:2]=[N-:3]. The yield is 0.680. (2) The reactants are CN(C(ON1N=N[C:11]2[CH:12]=[CH:13][CH:14]=[N:15][C:10]1=2)=[N+](C)C)C.F[P-](F)(F)(F)(F)F.[NH2:25][C:26]1[N:31]=[C:30]([N:32]2[CH2:38][CH2:37][CH2:36][CH2:35][CH2:34][CH2:33]2)[N:29]=[C:28]([NH:39][C@@H:40]2[CH2:45][CH2:44][C@H:43]([C:46](O)=[O:47])[CH2:42][CH2:41]2)[N:27]=1.CCN([CH:55]([CH3:57])C)C(C)C.[F:58][C:59]([F:69])([F:68])C1C=CC=CC=1CN.CN(C=[O:74])C. The catalyst is CCOC(C)=O. The product is [NH2:25][C:26]1[N:31]=[C:30]([N:32]2[CH2:38][CH2:37][CH2:36][CH2:35][CH2:34][CH2:33]2)[N:29]=[C:28]([NH:39][C@@H:40]2[CH2:45][CH2:44][C@H:43]([C:46]([NH:15][CH2:14][C:13]3[CH:12]=[CH:11][CH:10]=[CH:57][C:55]=3[O:74][C:59]([F:69])([F:68])[F:58])=[O:47])[CH2:42][CH2:41]2)[N:27]=1. The yield is 0.580. (3) The reactants are BrC1C=CC(S(O[C@@H:12]2[CH2:45][N:15]3[C:16](=[O:44])[C@@H:17]([NH:36][C:37]([O:39][C:40]([CH3:43])([CH3:42])[CH3:41])=[O:38])[CH2:18][CH2:19][CH2:20][CH2:21][CH2:22][CH:23]=[CH:24][C@@H:25]4[CH2:30][C@@:26]4([C:31]([O:33][CH2:34][CH3:35])=[O:32])[NH:27][C:28](=[O:29])[C@@H:14]3[CH2:13]2)(=O)=O)=CC=1.[CH:46]1[C:59]2[C:58]3[C:53](=[CH:54][CH:55]=[CH:56][CH:57]=3)[C:52](=[O:60])[NH:51][C:50]=2[CH:49]=[CH:48][CH:47]=1.C(=O)([O-])[O-].[Cs+].[Cs+].Cl. The catalyst is O.CS(C)=O. The product is [C:40]([O:39][C:37]([NH:36][C@@H:17]1[C:16](=[O:44])[N:15]2[CH2:45][C@H:12]([O:60][C:52]3[N:51]=[C:50]4[C:59](=[C:58]5[C:53]=3[CH:54]=[CH:55][CH:56]=[CH:57]5)[CH:46]=[CH:47][CH:48]=[CH:49]4)[CH2:13][C@H:14]2[C:28](=[O:29])[NH:27][C@:26]2([C:31]([O:33][CH2:34][CH3:35])=[O:32])[CH2:30][C@H:25]2[CH:24]=[CH:23][CH2:22][CH2:21][CH2:20][CH2:19][CH2:18]1)=[O:38])([CH3:43])([CH3:42])[CH3:41]. The yield is 0.600. (4) The reactants are [N:1]1[CH:6]=[CH:5][N:4]=[CH:3][C:2]=1[NH:7][C:8](=[O:15])[C@@H:9]([NH2:14])[CH2:10][CH:11]([CH3:13])[CH3:12].CN1C=CC(NC(=O)[C@@H](N2[CH2:33][C:32]([O:34][C:35]3[CH:40]=[CH:39][CH:38]=[C:37]([CH2:41][C:42]([OH:45])([CH3:44])[CH3:43])[CH:36]=3)=[CH:31][C:30]2=[O:46])CC(C)C)=N1.C(N(CC)C(C)C)(C)C. The catalyst is C(#N)C. The product is [N:1]1[CH:6]=[CH:5][N:4]=[CH:3][C:2]=1[NH:7][C:8](=[O:15])[C@@H:9]([N:14]1[CH2:33][C:32]([O:34][C:35]2[CH:40]=[CH:39][CH:38]=[C:37]([CH2:41][C:42]([OH:45])([CH3:43])[CH3:44])[CH:36]=2)=[CH:31][C:30]1=[O:46])[CH2:10][CH:11]([CH3:12])[CH3:13]. The yield is 0.220.